This data is from Full USPTO retrosynthesis dataset with 1.9M reactions from patents (1976-2016). The task is: Predict the reactants needed to synthesize the given product. (1) The reactants are: C([O:4][C@H:5]1[C@H:11]([O:12]C(=O)C)[C@@H:10]([O:16]C(=O)C)[C@:9]2([C:21]3[CH:26]=[CH:25][C:24]([Cl:27])=[C:23]([CH2:28][C:29]4[CH:34]=[CH:33][C:32]([O:35][CH2:36][C:37](=[N:39][O:40][CH3:41])[CH3:38])=[CH:31][CH:30]=4)[CH:22]=3)[O:20][C@@:6]1([CH2:42][O:43]C(=O)C)[CH2:7][O:8]2)(=O)C.O.[OH-].[Li+]. Given the product [CH3:41][O:40][N:39]=[C:37]([CH3:38])[CH2:36][O:35][C:32]1[CH:31]=[CH:30][C:29]([CH2:28][C:23]2[CH:22]=[C:21]([C@@:9]34[O:20][C@@:6]([CH2:42][OH:43])([CH2:7][O:8]3)[C@@H:5]([OH:4])[C@H:11]([OH:12])[C@H:10]4[OH:16])[CH:26]=[CH:25][C:24]=2[Cl:27])=[CH:34][CH:33]=1, predict the reactants needed to synthesize it. (2) Given the product [S:22]1[CH:23]=[C:19]([C:16]2[N:15]=[CH:14][C:13]([CH2:12][N:5]3[C:6]4[C:11](=[CH:10][CH:9]=[CH:8][CH:7]=4)[C:2](=[S:38])[C:3]([C:24]([O:26][CH2:27][CH3:28])=[O:25])=[N:4]3)=[CH:18][CH:17]=2)[N:20]=[CH:21]1, predict the reactants needed to synthesize it. The reactants are: O=[C:2]1[C:11]2[C:6](=[CH:7][CH:8]=[CH:9][CH:10]=2)[N:5]([CH2:12][C:13]2[CH:14]=[N:15][C:16]([C:19]3[N:20]=[CH:21][S:22][CH:23]=3)=[CH:17][CH:18]=2)[N:4]=[C:3]1[C:24]([O:26][CH2:27][CH3:28])=[O:25].COC1C=CC(P2(SP(C3C=CC(OC)=CC=3)(=S)S2)=[S:38])=CC=1. (3) Given the product [Cl:1][C:2]1[CH:27]=[C:26]([O:28][CH3:29])[CH:25]=[CH:24][C:3]=1[O:4][C:5]1[CH:10]=[CH:9][CH:8]=[CH:7][C:6]=1[NH:11][S:12]([C:15]1[CH:16]=[CH:17][C:18]([C:19]([NH:38][CH2:37][CH2:36][N:30]2[CH2:35][CH2:34][CH2:33][CH2:32][CH2:31]2)=[O:21])=[CH:22][CH:23]=1)(=[O:13])=[O:14], predict the reactants needed to synthesize it. The reactants are: [Cl:1][C:2]1[CH:27]=[C:26]([O:28][CH3:29])[CH:25]=[CH:24][C:3]=1[O:4][C:5]1[CH:10]=[CH:9][CH:8]=[CH:7][C:6]=1[NH:11][S:12]([C:15]1[CH:23]=[CH:22][C:18]([C:19]([OH:21])=O)=[CH:17][CH:16]=1)(=[O:14])=[O:13].[N:30]1([CH2:36][CH2:37][NH2:38])[CH2:35][CH2:34][CH2:33][CH2:32][CH2:31]1. (4) Given the product [CH3:22][NH:21][C:19](=[O:20])[CH2:18][O:15][C:11]1[CH:12]=[CH:13][CH:14]=[C:9]([B:4]2[O:3][C:2]([CH3:16])([CH3:1])[C:6]([CH3:7])([CH3:8])[O:5]2)[CH:10]=1, predict the reactants needed to synthesize it. The reactants are: [CH3:1][C:2]1([CH3:16])[C:6]([CH3:8])([CH3:7])[O:5][B:4]([C:9]2[CH:10]=[C:11]([OH:15])[CH:12]=[CH:13][CH:14]=2)[O:3]1.Cl[CH2:18][C:19]([NH:21][CH3:22])=[O:20].C([O-])([O-])=O.[K+].[K+].O. (5) Given the product [Cl:1][C:2]1[CH:19]=[CH:18][C:5]([C:6]2[CH:11]=[C:10]([CH2:12][CH3:13])[C:9]([NH2:14])=[CH:8][CH:7]=2)=[CH:4][CH:3]=1, predict the reactants needed to synthesize it. The reactants are: [Cl:1][C:2]1[CH:19]=[CH:18][C:5]([C:6]2[CH:11]=[C:10]([CH2:12][CH3:13])[C:9]([NH:14]C(=O)C)=[CH:8][CH:7]=2)=[CH:4][CH:3]=1.Cl. (6) The reactants are: [CH2:1]([C:3]1[CH:4]=[CH:5][C:6]([CH:9]=[CH2:10])=[N:7][CH:8]=1)[CH3:2].[Br:11]N1C(=O)CCC1=O.[OH2:19]. Given the product [Br:11][CH2:10][CH:9]([C:6]1[CH:5]=[CH:4][C:3]([CH2:1][CH3:2])=[CH:8][N:7]=1)[OH:19], predict the reactants needed to synthesize it.